From a dataset of Forward reaction prediction with 1.9M reactions from USPTO patents (1976-2016). Predict the product of the given reaction. Given the reactants [CH2:1]([C:3]1[CH:8]=[CH:7][CH:6]=[C:5]([CH2:9][CH3:10])[C:4]=1[C:11]1[CH:12]=[C:13]2[C:19]([CH:20]([OH:25])[CH2:21][CH:22]([CH3:24])[CH3:23])=[CH:18][N:17]([C:26]3[CH:31]=[CH:30][C:29]([CH:32]([CH3:34])[CH3:33])=[CH:28][CH:27]=3)[C:14]2=[CH:15][N:16]=1)[CH3:2].C(N(CC)C(C)C)(C)C.[C:44](OC(=O)C)(=[O:46])[CH3:45], predict the reaction product. The product is: [CH2:1]([C:3]1[CH:8]=[CH:7][CH:6]=[C:5]([CH2:9][CH3:10])[C:4]=1[C:11]1[CH:12]=[C:13]2[C:19]([CH:20]([O:25][C:44](=[O:46])[CH3:45])[CH2:21][CH:22]([CH3:24])[CH3:23])=[CH:18][N:17]([C:26]3[CH:27]=[CH:28][C:29]([CH:32]([CH3:33])[CH3:34])=[CH:30][CH:31]=3)[C:14]2=[CH:15][N:16]=1)[CH3:2].